From a dataset of Catalyst prediction with 721,799 reactions and 888 catalyst types from USPTO. Predict which catalyst facilitates the given reaction. (1) Reactant: N(C(OCC)=O)=NC(OCC)=O.[Cl:13][C:14]1[CH:33]=[CH:32][C:17]([NH:18][C:19]2[C:28]3[C:23](=[CH:24][C:25]([OH:31])=[C:26]([O:29][CH3:30])[CH:27]=3)[N:22]=[CH:21][N:20]=2)=[C:16]([F:34])[CH:15]=1.C1(P(C2C=CC=CC=2)C2C=CC=CC=2)C=CC=CC=1.[CH3:54][C:55]1[CH:60]=[C:59]([N:61]([CH2:63][CH2:64]O)[CH3:62])[CH:58]=[C:57]([CH3:66])[N:56]=1.[O-2].[Al+3].[O-2].[O-2].[Al+3]. Product: [Cl:13][C:14]1[CH:33]=[CH:32][C:17]([NH:18][C:19]2[C:28]3[C:23](=[CH:24][C:25]([O:31][CH2:64][CH2:63][N:61]([C:59]4[CH:58]=[C:57]([CH3:66])[N:56]=[C:55]([CH3:54])[CH:60]=4)[CH3:62])=[C:26]([O:29][CH3:30])[CH:27]=3)[N:22]=[CH:21][N:20]=2)=[C:16]([F:34])[CH:15]=1. The catalyst class is: 61. (2) Reactant: [NH2:1][C:2]1[CH:6]=[CH:5][NH:4][C:3]=1[C:7]([O:9][CH2:10][CH3:11])=[O:8].[F:12][C:13]1[CH:14]=[CH:15][C:16]2[N:20]=[C:19]([S:21][C:22]3[O:26][C:25]([CH:27]=O)=[CH:24][CH:23]=3)[NH:18][C:17]=2[C:29]=1[F:30].[C:31]1(=O)[CH2:36][CH2:35][CH2:34][C:33](=[O:37])[CH2:32]1. Product: [CH2:10]([O:9][C:7]([C:3]1[NH:4][CH:5]=[C:6]2[CH:27]([C:25]3[O:26][C:22]([S:21][C:19]4[NH:18][C:17]5[C:29]([F:30])=[C:13]([F:12])[CH:14]=[CH:15][C:16]=5[N:20]=4)=[CH:23][CH:24]=3)[C:32]3[C:33](=[O:37])[CH2:34][CH2:35][CH2:36][C:31]=3[NH:1][C:2]=12)=[O:8])[CH3:11]. The catalyst class is: 51. (3) Reactant: [Cl:1][C:2]1[CH:7]=[CH:6][C:5]([C:8]2[S:12][C:11]([C:13]([O:15]C)=O)=[C:10](/[N:17]=[CH:18]/[N:19]([CH3:21])C)[CH:9]=2)=[CH:4][CH:3]=1.[CH3:22][N:23]1[CH2:28][CH2:27][N:26]([CH3:29])[CH2:25][CH:24]1[CH2:30][O:31][C:32]1[CH:33]=[C:34](CN)[CH:35]=[CH:36][CH:37]=1. Product: [Cl:1][C:2]1[CH:3]=[CH:4][C:5]([C:8]2[S:12][C:11]3[C:13](=[O:15])[N:19]([CH2:21][C:36]4[CH:35]=[CH:34][CH:33]=[C:32]([O:31][CH2:30][CH:24]5[CH2:25][N:26]([CH3:29])[CH2:27][CH2:28][N:23]5[CH3:22])[CH:37]=4)[CH:18]=[N:17][C:10]=3[CH:9]=2)=[CH:6][CH:7]=1. The catalyst class is: 5. (4) Reactant: [Cl:1][C:2]1[CH:33]=[CH:32][C:5]2[N:6]([C@H:23]3[CH2:26][C@H:25]([C:27](OCC)=[O:28])[CH2:24]3)[C:7]([CH2:9][N:10]3[C:14]4=[CH:15][N:16]=[CH:17][CH:18]=[C:13]4[C:12]([S:19]([CH3:22])(=[O:21])=[O:20])=[N:11]3)=[N:8][C:4]=2[CH:3]=1.[BH4-].[Na+]. Product: [Cl:1][C:2]1[CH:33]=[CH:32][C:5]2[N:6]([C@H:23]3[CH2:24][C@H:25]([CH2:27][OH:28])[CH2:26]3)[C:7]([CH2:9][N:10]3[C:14]4=[CH:15][N:16]=[CH:17][CH:18]=[C:13]4[C:12]([S:19]([CH3:22])(=[O:21])=[O:20])=[N:11]3)=[N:8][C:4]=2[CH:3]=1. The catalyst class is: 14. (5) Reactant: [CH3:1][O:2][C:3]([C:5]1[CH:9]=[CH:8][S:7][CH:6]=1)=[O:4].[N+:10]([O-])([OH:12])=[O:11].C(OC(=O)C)(=O)C. Product: [CH3:1][O:2][C:3]([C:5]1[CH:9]=[C:8]([N+:10]([O-:12])=[O:11])[S:7][CH:6]=1)=[O:4]. The catalyst class is: 15. (6) Reactant: FC(F)(F)S(O[C:7]1[CH:12]=[CH:11][C:10]([N:13]2[CH:18]=[C:17]([O:19][CH3:20])[C:16](=[O:21])[C:15]([C:22]3[N:26]([C:27]4[CH:32]=[CH:31][CH:30]=[CH:29][CH:28]=4)[N:25]=[CH:24][CH:23]=3)=[N:14]2)=[C:9]([F:33])[CH:8]=1)(=O)=O.Cl.[F:37][C:38]1([F:43])[CH2:42][CH2:41][NH:40][CH2:39]1.CC1(C)C2C(=C(P(C3C=CC=CC=3)C3C=CC=CC=3)C=CC=2)OC2C(P(C3C=CC=CC=3)C3C=CC=CC=3)=CC=CC1=2.CC([O-])(C)C.[Na+]. Product: [F:37][C:38]1([F:43])[CH2:42][CH2:41][N:40]([C:7]2[CH:12]=[CH:11][C:10]([N:13]3[CH:18]=[C:17]([O:19][CH3:20])[C:16](=[O:21])[C:15]([C:22]4[N:26]([C:27]5[CH:32]=[CH:31][CH:30]=[CH:29][CH:28]=5)[N:25]=[CH:24][CH:23]=4)=[N:14]3)=[C:9]([F:33])[CH:8]=2)[CH2:39]1. The catalyst class is: 488. (7) Reactant: [CH3:1][C:2]1[CH:7]=[C:6]([C:8](=[O:18])[NH:9][CH:10]2[CH2:15][CH2:14][CH:13]([NH:16][CH3:17])[CH2:12][CH2:11]2)[CH:5]=[CH:4][C:3]=1[C:19]1[CH:24]=[CH:23][C:22]([CH2:25][C@H:26]([NH:41][C:42]([C@H:44]2[CH2:49][CH2:48][C@H:47]([CH2:50][NH:51]C(=O)OC(C)(C)C)[CH2:46][CH2:45]2)=[O:43])[C:27](=[O:40])[NH:28][C:29]2[CH:34]=[CH:33][C:32]([C:35]3[NH:39][N:38]=[N:37][N:36]=3)=[CH:31][CH:30]=2)=[CH:21][CH:20]=1.[ClH:59]. Product: [ClH:59].[NH2:51][CH2:50][C@H:47]1[CH2:48][CH2:49][C@H:44]([C:42]([NH:41][C@H:26]([C:27](=[O:40])[NH:28][C:29]2[CH:30]=[CH:31][C:32]([C:35]3[NH:39][N:38]=[N:37][N:36]=3)=[CH:33][CH:34]=2)[CH2:25][C:22]2[CH:23]=[CH:24][C:19]([C:3]3[CH:4]=[CH:5][C:6]([C:8]([NH:9][CH:10]4[CH2:11][CH2:12][CH:13]([NH:16][CH3:17])[CH2:14][CH2:15]4)=[O:18])=[CH:7][C:2]=3[CH3:1])=[CH:20][CH:21]=2)=[O:43])[CH2:45][CH2:46]1. The catalyst class is: 12. (8) Reactant: C[Al](C)C.[CH3:5][C:6]1[CH:7]=[CH:8][C:9]([NH2:12])=[N:10][CH:11]=1.[Cl:13][C:14]1[C:15]([N:20]2[C:24]3=[N:25][CH:26]=[N:27][C:28]([O:29][C@H:30]4[CH2:34][CH2:33][O:32][C:31]4=[O:35])=[C:23]3[CH:22]=[N:21]2)=[N:16][CH:17]=[CH:18][CH:19]=1.C(O)(=O)CC(CC(O)=O)(C(O)=O)O. Product: [Cl:13][C:14]1[C:15]([N:20]2[C:24]3[N:25]=[CH:26][N:27]=[C:28]([O:29][C@@H:30]([CH2:34][CH2:33][OH:32])[C:31]([NH:12][C:9]4[CH:8]=[CH:7][C:6]([CH3:5])=[CH:11][N:10]=4)=[O:35])[C:23]=3[CH:22]=[N:21]2)=[N:16][CH:17]=[CH:18][CH:19]=1. The catalyst class is: 727. (9) Reactant: Cl[C:2]1[CH:3]=[CH:4][C:5]([O:33][CH3:34])=[C:6]([CH:32]=1)[CH2:7][C@H:8]1[C:14](=[O:15])[N:13]([C:16]([NH:18][C@@H:19]([C:22]2[CH:23]=[C:24]([CH:28]=[CH:29][CH:30]=2)[C:25]([OH:27])=[O:26])[CH2:20][CH3:21])=[O:17])[CH2:12][C:11](=[O:31])[NH:10][CH2:9]1.[H][H]. Product: [CH3:34][O:33][C:5]1[CH:4]=[CH:3][CH:2]=[CH:32][C:6]=1[CH2:7][C@H:8]1[C:14](=[O:15])[N:13]([C:16]([NH:18][C@@H:19]([C:22]2[CH:23]=[C:24]([CH:28]=[CH:29][CH:30]=2)[C:25]([OH:27])=[O:26])[CH2:20][CH3:21])=[O:17])[CH2:12][C:11](=[O:31])[NH:10][CH2:9]1. The catalyst class is: 457.